This data is from CYP2D6 inhibition data for predicting drug metabolism from PubChem BioAssay. The task is: Regression/Classification. Given a drug SMILES string, predict its absorption, distribution, metabolism, or excretion properties. Task type varies by dataset: regression for continuous measurements (e.g., permeability, clearance, half-life) or binary classification for categorical outcomes (e.g., BBB penetration, CYP inhibition). Dataset: cyp2d6_veith. (1) The drug is CC(=O)NCCNc1ccnc(-c2ccccc2C(F)(F)F)n1. The result is 0 (non-inhibitor). (2) The molecule is CCN=C(Nc1ccc(Cl)cc1)c1cccnc1. The result is 0 (non-inhibitor). (3) The compound is O=C1COc2ccccc2CN1. The result is 0 (non-inhibitor). (4) The compound is Cc1ccc2c(c1)[C@@H]1CN(C)CC[C@@H]1N2S(=O)(=O)c1ccc(F)cc1.Cl. The result is 1 (inhibitor).